This data is from Reaction yield outcomes from USPTO patents with 853,638 reactions. The task is: Predict the reaction yield, written as a fraction of the theoretical maximum amount of product (1.0 means a 100% yield; for example, 0.34 means a 34% yield). (1) The reactants are [CH3:1][S:2](Cl)(=[O:4])=[O:3].C(N(CC)CC)C.ClCCl.[Cl:16][C:17]1[C:18]([CH:24]([C:36]2[CH:41]=[C:40]([F:42])[CH:39]=[CH:38][C:37]=2[F:43])[S:25]([C:28]2[CH:33]=[CH:32][C:31]([F:34])=[C:30]([F:35])[CH:29]=2)(=[O:27])=[O:26])=[CH:19][C:20]([NH2:23])=[N:21][CH:22]=1. The catalyst is CN(C)C1C=CN=CC=1.CCCCCC. The product is [Cl:16][C:17]1[C:18]([CH:24]([C:36]2[CH:41]=[C:40]([F:42])[CH:39]=[CH:38][C:37]=2[F:43])[S:25]([C:28]2[CH:33]=[CH:32][C:31]([F:34])=[C:30]([F:35])[CH:29]=2)(=[O:26])=[O:27])=[CH:19][C:20]([N:23]([S:2]([CH3:1])(=[O:4])=[O:3])[S:2]([CH3:1])(=[O:4])=[O:3])=[N:21][CH:22]=1. The yield is 0.850. (2) The reactants are C([O:8][C:9]1[CH:18]=[C:17]2[C:12]([C:13]([O:19][C:20]3[CH:21]=[C:22]([CH:24]=[CH:25][CH:26]=3)[NH2:23])=[N:14][CH:15]=[N:16]2)=[CH:11][C:10]=1[O:27][CH3:28])C1C=CC=CC=1.[H][H]. The catalyst is C(O)C.[Pd]. The product is [NH2:23][C:22]1[CH:21]=[C:20]([CH:26]=[CH:25][CH:24]=1)[O:19][C:13]1[C:12]2[C:17](=[CH:18][C:9]([OH:8])=[C:10]([O:27][CH3:28])[CH:11]=2)[N:16]=[CH:15][N:14]=1. The yield is 0.440. (3) The reactants are [F:1][C:2]1[CH:3]=[CH:4][C:5]([O:10][CH2:11][C:12]2[CH:17]=[CH:16][C:15]([F:18])=[CH:14][C:13]=2[F:19])=[C:6]([CH:9]=1)[CH:7]=[O:8].[CH:20]([C:22]([CH3:24])=[O:23])=[CH2:21].C(N(CC)CC)C. The catalyst is [Br-].C([N+]1C(C)=C(CCO)SC=1)C.C(O)C.CCOC(C)=O. The product is [F:1][C:2]1[CH:3]=[CH:4][C:5]([O:10][CH2:11][C:12]2[CH:17]=[CH:16][C:15]([F:18])=[CH:14][C:13]=2[F:19])=[C:6]([C:7](=[O:8])[CH2:21][CH2:20][C:22](=[O:23])[CH3:24])[CH:9]=1. The yield is 0.630. (4) The reactants are [CH3:1][O:2][C:3](=[O:44])[C@H:4]1[O:31][CH:8]([O:9][C:10]2[CH:15]=[CH:14][C:13]([CH2:16][CH2:17][CH2:18][CH2:19][NH:20]C(OCC3C=CC=CC=3)=O)=[CH:12][CH:11]=2)[C@H:7]([O:32][C:33](=[O:35])[CH3:34])[C@@H:6]([O:36][C:37](=[O:39])[CH3:38])[C@@H:5]1[O:40][C:41](=[O:43])[CH3:42]. The catalyst is CO.[Pd]. The product is [CH3:1][O:2][C:3](=[O:44])[C@H:4]1[O:31][CH:8]([O:9][C:10]2[CH:11]=[CH:12][C:13]([CH2:16][CH2:17][CH2:18][CH2:19][NH2:20])=[CH:14][CH:15]=2)[C@H:7]([O:32][C:33](=[O:35])[CH3:34])[C@@H:6]([O:36][C:37](=[O:39])[CH3:38])[C@@H:5]1[O:40][C:41](=[O:43])[CH3:42]. The yield is 0.840.